Task: Predict the product of the given reaction.. Dataset: Forward reaction prediction with 1.9M reactions from USPTO patents (1976-2016) (1) Given the reactants C(OC(=O)[NH:7][CH2:8][CH2:9][N:10]1[C:18]2[C:13](=[CH:14][CH:15]=[C:16]([S:19][CH3:20])[CH:17]=2)[CH:12]=[C:11]1[C:21](=[O:25])[CH:22]([CH3:24])[CH3:23])(C)(C)C.C(O)(C(F)(F)F)=O, predict the reaction product. The product is: [NH2:7][CH2:8][CH2:9][N:10]1[C:18]2[C:13](=[CH:14][CH:15]=[C:16]([S:19][CH3:20])[CH:17]=2)[CH:12]=[C:11]1[C:21](=[O:25])[CH:22]([CH3:23])[CH3:24]. (2) Given the reactants [CH3:1][C:2]([N:6]1[CH:10]=[C:9]([N+:11]([O-:13])=[O:12])[N:8]=[CH:7]1)([CH3:5])[CH:3]=O.[NH:14]1[CH2:19][CH2:18][O:17][CH2:16][CH2:15]1, predict the reaction product. The product is: [CH3:1][C:2]([N:6]1[CH:10]=[C:9]([N+:11]([O-:13])=[O:12])[N:8]=[CH:7]1)([CH3:5])[CH2:3][N:14]1[CH2:19][CH2:18][O:17][CH2:16][CH2:15]1.